This data is from Full USPTO retrosynthesis dataset with 1.9M reactions from patents (1976-2016). The task is: Predict the reactants needed to synthesize the given product. The reactants are: C[O:2][C:3](=[O:32])[C:4]1[CH:9]=[CH:8][CH:7]=[C:6]([S:10][C:11]2[CH:12]=[N:13][CH:14]=[C:15]([CH2:17][O:18][C:19]3[CH:24]=[CH:23][C:22]([C:25](=[O:27])[CH3:26])=[C:21]([OH:28])[C:20]=3[CH2:29][CH2:30][CH3:31])[CH:16]=2)[CH:5]=1.[OH-].[Li+]. Given the product [C:25]([C:22]1[CH:23]=[CH:24][C:19]([O:18][CH2:17][C:15]2[CH:16]=[C:11]([S:10][C:6]3[CH:5]=[C:4]([CH:9]=[CH:8][CH:7]=3)[C:3]([OH:32])=[O:2])[CH:12]=[N:13][CH:14]=2)=[C:20]([CH2:29][CH2:30][CH3:31])[C:21]=1[OH:28])(=[O:27])[CH3:26], predict the reactants needed to synthesize it.